From a dataset of Forward reaction prediction with 1.9M reactions from USPTO patents (1976-2016). Predict the product of the given reaction. (1) Given the reactants Cl[C:2]1[C:3]([F:9])=[C:4]([CH:6]=[CH:7][CH:8]=1)[NH2:5].[ClH:10].[OH-:11].[Na+].[CH3:13]S(C)=O, predict the reaction product. The product is: [NH2:5][C:4]1[CH:6]=[CH:7][C:8]([CH:13]=[O:11])=[C:2]([Cl:10])[C:3]=1[F:9]. (2) Given the reactants Br[C:2]1[C:3](=[O:10])[N:4]([CH3:9])[N:5]=[C:6]([Cl:8])[CH:7]=1.[N:11]1([CH2:15][C:16]([CH3:26])([O:18][C:19]2[CH:20]=[CH:21][C:22]([NH2:25])=[N:23][CH:24]=2)[CH3:17])[CH2:14][CH2:13][CH2:12]1.CC1(C)C2C(=C(P(C3C=CC=CC=3)C3C=CC=CC=3)C=CC=2)OC2C(P(C3C=CC=CC=3)C3C=CC=CC=3)=CC=CC1=2.C([O-])([O-])=O.[Cs+].[Cs+], predict the reaction product. The product is: [N:11]1([CH2:15][C:16]([CH3:26])([CH3:17])[O:18][C:19]2[CH:20]=[CH:21][C:22]([NH:25][C:2]3[C:3](=[O:10])[N:4]([CH3:9])[N:5]=[C:6]([Cl:8])[CH:7]=3)=[N:23][CH:24]=2)[CH2:14][CH2:13][CH2:12]1. (3) Given the reactants [C:1]([O:5][C:6](=[O:28])[CH2:7][N:8]1[C:16]2[C:11](=[CH:12][C:13]([O:17]CC3C=CC=CC=3)=[CH:14][CH:15]=2)[C:10]([C:25](=[O:27])[NH2:26])=[CH:9]1)([CH3:4])([CH3:3])[CH3:2], predict the reaction product. The product is: [C:1]([O:5][C:6](=[O:28])[CH2:7][N:8]1[C:16]2[C:11](=[CH:12][C:13]([OH:17])=[CH:14][CH:15]=2)[C:10]([C:25](=[O:27])[NH2:26])=[CH:9]1)([CH3:4])([CH3:2])[CH3:3]. (4) Given the reactants Br[C:2]1[C:6]2=[N:7][C:8]([O:13][CH3:14])=[C:9]([O:11][CH3:12])[CH:10]=[C:5]2[N:4]([C:15]([O:17][C:18]([CH3:21])([CH3:20])[CH3:19])=[O:16])[CH:3]=1.[Cl:22][C:23]1[CH:28]=[CH:27][N:26]=[C:25]2[N:29]([S:45]([C:48]3[CH:53]=[CH:52][C:51]([CH3:54])=[CH:50][CH:49]=3)(=[O:47])=[O:46])[C:30]([Sn](CCCC)(CCCC)CCCC)=[CH:31][C:24]=12.N#N, predict the reaction product. The product is: [Cl:22][C:23]1[CH:28]=[CH:27][N:26]=[C:25]2[N:29]([S:45]([C:48]3[CH:53]=[CH:52][C:51]([CH3:54])=[CH:50][CH:49]=3)(=[O:47])=[O:46])[C:30]([C:2]3[C:6]4=[N:7][C:8]([O:13][CH3:14])=[C:9]([O:11][CH3:12])[CH:10]=[C:5]4[N:4]([C:15]([O:17][C:18]([CH3:21])([CH3:20])[CH3:19])=[O:16])[CH:3]=3)=[CH:31][C:24]=12.